This data is from Full USPTO retrosynthesis dataset with 1.9M reactions from patents (1976-2016). The task is: Predict the reactants needed to synthesize the given product. (1) Given the product [OH:32][C@H:31]([C:40]1[CH:41]=[C:42]([NH:46][S:47]([CH3:50])(=[O:48])=[O:49])[CH:43]=[CH:44][CH:45]=1)[CH2:30][NH:8][CH2:9][CH2:10][O:11][C:12]1[CH:20]=[C:19]2[C:15]([C:16]([CH2:28][CH3:29])=[N:17][NH:18]2)=[CH:14][CH:13]=1.[ClH:64], predict the reactants needed to synthesize it. The reactants are: C(OC([N:8]([CH2:30][C@@H:31]([C:40]1[CH:45]=[CH:44][CH:43]=[C:42]([N:46](C(OC(C)(C)C)=O)[S:47]([CH3:50])(=[O:49])=[O:48])[CH:41]=1)[O:32][Si](CC)(CC)CC)[CH2:9][CH2:10][O:11][C:12]1[CH:20]=[C:19]2[C:15]([C:16]([CH2:28][CH3:29])=[N:17][N:18]2C(OC(C)(C)C)=O)=[CH:14][CH:13]=1)=O)(C)(C)C.C(OCC)(=O)C.[ClH:64]. (2) Given the product [CH3:1][O:51][C:50]([C:47]1[CH:46]=[C:45]([CH2:44][N:26]2[CH2:25][C@@H:24]([C:21]3[CH:22]=[CH:23][C:18]([C:16]#[N:17])=[CH:19][CH:20]=3)[C@:28]3([N:32]([CH3:33])[C:31](=[O:34])[N:30]([C:35]4[CH:36]=[C:37]([Cl:42])[CH:38]=[C:39]([Cl:41])[CH:40]=4)[C:29]3=[O:43])[CH2:27]2)[S:49][CH:48]=1)=[O:52], predict the reactants needed to synthesize it. The reactants are: [CH3:1][Si](C=[N+]=[N-])(C)C.CO.O.OP(O)(O)=O.[C:16]([C:18]1[CH:23]=[CH:22][C:21]([C@H:24]2[C@:28]3([N:32]([CH3:33])[C:31](=[O:34])[N:30]([C:35]4[CH:40]=[C:39]([Cl:41])[CH:38]=[C:37]([Cl:42])[CH:36]=4)[C:29]3=[O:43])[CH2:27][N:26]([CH2:44][C:45]3[S:49][CH:48]=[C:47]([C:50]([OH:52])=[O:51])[CH:46]=3)[CH2:25]2)=[CH:20][CH:19]=1)#[N:17].